From a dataset of Peptide-MHC class I binding affinity with 185,985 pairs from IEDB/IMGT. Regression. Given a peptide amino acid sequence and an MHC pseudo amino acid sequence, predict their binding affinity value. This is MHC class I binding data. (1) The peptide sequence is YPEYNRAVKF. The MHC is HLA-B54:01 with pseudo-sequence HLA-B54:01. The binding affinity (normalized) is 0.431. (2) The peptide sequence is SMELPSFGV. The MHC is HLA-B35:01 with pseudo-sequence HLA-B35:01. The binding affinity (normalized) is 0.0847. (3) The peptide sequence is NIDPEHLDY. The MHC is HLA-B44:02 with pseudo-sequence HLA-B44:02. The binding affinity (normalized) is 0.0847. (4) The peptide sequence is TVLGLGLSLK. The MHC is HLA-B53:01 with pseudo-sequence HLA-B53:01. The binding affinity (normalized) is 0. (5) The peptide sequence is VSSMAERF. The MHC is Mamu-A01 with pseudo-sequence Mamu-A01. The binding affinity (normalized) is 0.243.